From a dataset of Forward reaction prediction with 1.9M reactions from USPTO patents (1976-2016). Predict the product of the given reaction. (1) Given the reactants Cl.[CH:2]1([N:5]([CH:19]2[CH2:24][CH2:23][NH:22][CH2:21][CH2:20]2)[C:6](=[O:18])[C:7]2[CH:12]=[CH:11][C:10]([C:13]3[O:17][CH:16]=[N:15][CH:14]=3)=[CH:9][CH:8]=2)[CH2:4][CH2:3]1.F[C:26]1[CH:31]=[N:30][CH:29]=[CH:28][N:27]=1, predict the reaction product. The product is: [CH:2]1([N:5]([CH:19]2[CH2:24][CH2:23][N:22]([C:26]3[CH:31]=[N:30][CH:29]=[CH:28][N:27]=3)[CH2:21][CH2:20]2)[C:6](=[O:18])[C:7]2[CH:8]=[CH:9][C:10]([C:13]3[O:17][CH:16]=[N:15][CH:14]=3)=[CH:11][CH:12]=2)[CH2:4][CH2:3]1. (2) Given the reactants CN(C)CCC[OH:6].[OH-].[K+].Cl/[C:11](/[C:33]1[CH:38]=[CH:37][CH:36]=[CH:35][CH:34]=1)=[CH:12]\[C:13]1[C:18]([C:19]#[N:20])=[C:17]([C:21]2[CH:26]=[CH:25][C:24]([O:27]C)=[CH:23][CH:22]=2)[N:16]=[C:15]2[NH:29][N:30]=[C:31]([CH3:32])[C:14]=12.B(Br)(Br)Br, predict the reaction product. The product is: [OH:27][C:24]1[CH:23]=[CH:22][C:21]([C:17]2[N:16]=[C:15]3[NH:29][N:30]=[C:31]([CH3:32])[C:14]3=[C:13]([CH2:12][C:11](=[O:6])[C:33]3[CH:38]=[CH:37][CH:36]=[CH:35][CH:34]=3)[C:18]=2[C:19]#[N:20])=[CH:26][CH:25]=1.